From a dataset of CYP3A4 inhibition data for predicting drug metabolism from PubChem BioAssay. Regression/Classification. Given a drug SMILES string, predict its absorption, distribution, metabolism, or excretion properties. Task type varies by dataset: regression for continuous measurements (e.g., permeability, clearance, half-life) or binary classification for categorical outcomes (e.g., BBB penetration, CYP inhibition). Dataset: cyp3a4_veith. (1) The result is 1 (inhibitor). The molecule is Nc1nonc1-c1noc(CCCN2C(=O)c3ccccc3C2=O)n1. (2) The drug is C[C@H]1C2=C3C(CC[C@H]4C(OCc5ccc(F)cc5C(F)(F)F)OC[C@](C)([C@@H]34)N(C(=O)OC(C)(C)C)C2)C2COC(=O)OCC21. The result is 1 (inhibitor). (3) The drug is O=c1[nH]c(=O)n(CCc2ccc(F)cc2)c(O)c1C=NCCCN1CCOCC1. The result is 1 (inhibitor). (4) The molecule is COc1c(Cl)cc(Cl)cc1CNCCNCCO.Cl. The result is 0 (non-inhibitor).